Dataset: Forward reaction prediction with 1.9M reactions from USPTO patents (1976-2016). Task: Predict the product of the given reaction. (1) Given the reactants [Br:1][C:2]1[CH:3]=[C:4]([NH:13][CH:14]([CH3:16])[CH3:15])[C:5]([CH3:12])=[C:6]([CH:11]=1)[C:7]([O:9]C)=[O:8].CO.[OH-].[Na+], predict the reaction product. The product is: [Br:1][C:2]1[CH:3]=[C:4]([NH:13][CH:14]([CH3:16])[CH3:15])[C:5]([CH3:12])=[C:6]([CH:11]=1)[C:7]([OH:9])=[O:8]. (2) Given the reactants [CH3:1][S:2]([N:5]1[CH2:10][CH:9]=[C:8]([C:11]2[CH:12]=[C:13]3[CH2:27][C:18]4([CH2:26][C:20]5([CH2:25][CH2:24][NH:23][CH2:22][CH2:21]5)[CH2:19]4)[O:17][C:14]3=[CH:15][N:16]=2)[CH2:7][CH2:6]1)(=[O:4])=[O:3].Cl[C:29]1[N:34]=[CH:33][C:32]([Cl:35])=[CH:31][N:30]=1, predict the reaction product. The product is: [Cl:35][C:32]1[CH:31]=[N:30][C:29]([N:23]2[CH2:22][CH2:21][C:20]3([CH2:19][C:18]4([O:17][C:14]5=[CH:15][N:16]=[C:11]([C:8]6[CH2:9][CH2:10][N:5]([S:2]([CH3:1])(=[O:4])=[O:3])[CH2:6][CH:7]=6)[CH:12]=[C:13]5[CH2:27]4)[CH2:26]3)[CH2:25][CH2:24]2)=[N:34][CH:33]=1.